Dataset: NCI-60 drug combinations with 297,098 pairs across 59 cell lines. Task: Regression. Given two drug SMILES strings and cell line genomic features, predict the synergy score measuring deviation from expected non-interaction effect. (1) Drug 1: C1CCN(CC1)CCOC2=CC=C(C=C2)C(=O)C3=C(SC4=C3C=CC(=C4)O)C5=CC=C(C=C5)O. Drug 2: CCC1=CC2CC(C3=C(CN(C2)C1)C4=CC=CC=C4N3)(C5=C(C=C6C(=C5)C78CCN9C7C(C=CC9)(C(C(C8N6C)(C(=O)OC)O)OC(=O)C)CC)OC)C(=O)OC.C(C(C(=O)O)O)(C(=O)O)O. Cell line: SN12C. Synergy scores: CSS=40.0, Synergy_ZIP=-6.77, Synergy_Bliss=-4.26, Synergy_Loewe=-3.89, Synergy_HSA=-0.624. (2) Drug 1: C1=CC(=CC=C1CCC2=CNC3=C2C(=O)NC(=N3)N)C(=O)NC(CCC(=O)O)C(=O)O. Drug 2: C1=C(C(=O)NC(=O)N1)N(CCCl)CCCl. Cell line: KM12. Synergy scores: CSS=16.6, Synergy_ZIP=-4.17, Synergy_Bliss=-1.88, Synergy_Loewe=1.01, Synergy_HSA=1.15. (3) Drug 1: CN(C)N=NC1=C(NC=N1)C(=O)N. Drug 2: C1CN(P(=O)(OC1)NCCCl)CCCl. Cell line: NCI/ADR-RES. Synergy scores: CSS=-2.86, Synergy_ZIP=0.453, Synergy_Bliss=-1.27, Synergy_Loewe=-4.44, Synergy_HSA=-3.09. (4) Drug 1: CC1=C(C(=CC=C1)Cl)NC(=O)C2=CN=C(S2)NC3=CC(=NC(=N3)C)N4CCN(CC4)CCO. Drug 2: CC1CCC2CC(C(=CC=CC=CC(CC(C(=O)C(C(C(=CC(C(=O)CC(OC(=O)C3CCCCN3C(=O)C(=O)C1(O2)O)C(C)CC4CCC(C(C4)OC)OCCO)C)C)O)OC)C)C)C)OC. Cell line: DU-145. Synergy scores: CSS=2.53, Synergy_ZIP=-4.13, Synergy_Bliss=-4.35, Synergy_Loewe=-5.28, Synergy_HSA=-3.08. (5) Drug 2: C1=NC2=C(N=C(N=C2N1C3C(C(C(O3)CO)O)F)Cl)N. Cell line: UACC62. Drug 1: C1=CN(C(=O)N=C1N)C2C(C(C(O2)CO)O)O.Cl. Synergy scores: CSS=2.03, Synergy_ZIP=-0.155, Synergy_Bliss=-0.262, Synergy_Loewe=0.238, Synergy_HSA=-0.625. (6) Drug 1: CCC1=CC2CC(C3=C(CN(C2)C1)C4=CC=CC=C4N3)(C5=C(C=C6C(=C5)C78CCN9C7C(C=CC9)(C(C(C8N6C)(C(=O)OC)O)OC(=O)C)CC)OC)C(=O)OC.C(C(C(=O)O)O)(C(=O)O)O. Drug 2: C1=CC=C(C(=C1)C(C2=CC=C(C=C2)Cl)C(Cl)Cl)Cl. Cell line: NCI-H460. Synergy scores: CSS=64.5, Synergy_ZIP=3.15, Synergy_Bliss=6.39, Synergy_Loewe=-30.0, Synergy_HSA=6.48. (7) Drug 1: C1=CC(=CC=C1C#N)C(C2=CC=C(C=C2)C#N)N3C=NC=N3. Drug 2: CS(=O)(=O)CCNCC1=CC=C(O1)C2=CC3=C(C=C2)N=CN=C3NC4=CC(=C(C=C4)OCC5=CC(=CC=C5)F)Cl. Cell line: SN12C. Synergy scores: CSS=-4.67, Synergy_ZIP=5.03, Synergy_Bliss=6.70, Synergy_Loewe=-10.9, Synergy_HSA=-12.8.